Dataset: Catalyst prediction with 721,799 reactions and 888 catalyst types from USPTO. Task: Predict which catalyst facilitates the given reaction. (1) Reactant: N[CH2:2][CH2:3][CH2:4][CH2:5][C:6]1[CH:22]=[CH:21][C:9]([O:10][CH2:11][C:12]([NH:14][C:15]2[CH:20]=[CH:19][CH:18]=[CH:17][CH:16]=2)=[O:13])=[CH:8][CH:7]=1.C([N:25](CC)CC)C.I.[NH2:31][C:32]1[C:33]([C:40]([NH:42][C:43](=[NH:46])SC)=[O:41])=[N:34][C:35]([Cl:39])=[C:36]([NH2:38])[N:37]=1. Product: [NH2:31][C:32]1[C:33]([C:40]([N:42]([CH2:2][CH2:3][CH2:4][CH2:5][C:6]2[CH:22]=[CH:21][C:9]([O:10][CH2:11][C:12]([NH:14][C:15]3[CH:20]=[CH:19][CH:18]=[CH:17][CH:16]=3)=[O:13])=[CH:8][CH:7]=2)[C:43]([NH2:46])=[NH:25])=[O:41])=[N:34][C:35]([Cl:39])=[C:36]([NH2:38])[N:37]=1. The catalyst class is: 8. (2) Reactant: C[NH3+].F[P-](F)(F)(F)(F)F.N1(OC(N(C)C)=[N+](C)C)C2N=CC=CC=2N=N1.F[P-](F)(F)(F)(F)F.[C:34]([O:38][C:39]([N:41]1[CH2:46][CH2:45][O:44][C@@H:43]([C:47]([OH:49])=O)[CH2:42]1)=[O:40])([CH3:37])([CH3:36])[CH3:35].[Cl:50][C:51]1[CH:56]=[C:55]([N+:57]([O-:59])=[O:58])[C:54]([O:60][CH3:61])=[CH:53][C:52]=1[CH2:62][CH2:63][NH2:64].CCN(C(C)C)C(C)C. Product: [C:34]([O:38][C:39]([N:41]1[CH2:46][CH2:45][O:44][C@@H:43]([C:47](=[O:49])[NH:64][CH2:63][CH2:62][C:52]2[CH:53]=[C:54]([O:60][CH3:61])[C:55]([N+:57]([O-:59])=[O:58])=[CH:56][C:51]=2[Cl:50])[CH2:42]1)=[O:40])([CH3:35])([CH3:36])[CH3:37]. The catalyst class is: 18. (3) Reactant: O.NN.[CH3:4][Si:5]([CH3:28])([CH3:27])[CH2:6][CH2:7][O:8][CH2:9][N:10]1[CH:14]=[CH:13][N:12]=[C:11]1[CH2:15][N:16]1C(=O)C2C(=CC=CC=2)C1=O. The catalyst class is: 8. Product: [CH3:4][Si:5]([CH3:28])([CH3:27])[CH2:6][CH2:7][O:8][CH2:9][N:10]1[CH:14]=[CH:13][N:12]=[C:11]1[CH2:15][NH2:16].